Dataset: Forward reaction prediction with 1.9M reactions from USPTO patents (1976-2016). Task: Predict the product of the given reaction. (1) Given the reactants [NH2:1][N:2]1[N:11]=[C:10]([C:12]([F:15])([F:14])[F:13])[C:9]2[C:4](=[CH:5][CH:6]=[CH:7][CH:8]=2)[C:3]1=[O:16].[CH:17]1([CH2:21][C:22](O)=[O:23])[CH2:20][CH2:19][CH2:18]1, predict the reaction product. The product is: [CH:17]1([CH2:21][C:22]([NH:1][N:2]2[N:11]=[C:10]([C:12]([F:15])([F:13])[F:14])[C:9]3[C:4](=[CH:5][CH:6]=[CH:7][CH:8]=3)[C:3]2=[O:16])=[O:23])[CH2:20][CH2:19][CH2:18]1. (2) Given the reactants [F:1][C:2]1([F:11])[CH2:7][CH2:6][CH:5]([C:8](O)=[O:9])[CH2:4][CH2:3]1.CN(C=O)C.S(Cl)([Cl:19])=O, predict the reaction product. The product is: [F:1][C:2]1([F:11])[CH2:7][CH2:6][CH:5]([C:8]([Cl:19])=[O:9])[CH2:4][CH2:3]1.